Predict the reactants needed to synthesize the given product. From a dataset of Full USPTO retrosynthesis dataset with 1.9M reactions from patents (1976-2016). (1) Given the product [NH2:1][C:2]1[C:7]([C:8]([O:10][CH3:11])=[O:9])=[C:6]2[C:5]([C:15]3[CH:19]=[CH:18][O:17][C:16]=3[CH:20]=[N:12]2)=[CH:4][CH:3]=1, predict the reactants needed to synthesize it. The reactants are: [NH2:1][C:2]1[C:7]([C:8]([O:10][CH3:11])=[O:9])=[C:6]([N+:12]([O-])=O)[C:5]([C:15]2[CH:19]=[CH:18][O:17][C:16]=2[CH:20]=O)=[CH:4][CH:3]=1.CO.N. (2) Given the product [F:18][C:10]1[CH:9]=[C:8]([C:5]2[N:6]=[N:7][C:2]([NH:20][NH2:21])=[CH:3][CH:4]=2)[CH:17]=[CH:16][C:11]=1[C:12]([NH:14][CH3:15])=[O:13], predict the reactants needed to synthesize it. The reactants are: Cl[C:2]1[N:7]=[N:6][C:5]([C:8]2[CH:17]=[CH:16][C:11]([C:12]([NH:14][CH3:15])=[O:13])=[C:10]([F:18])[CH:9]=2)=[CH:4][CH:3]=1.O.[NH2:20][NH2:21]. (3) Given the product [CH2:31]([O:33][C:34](=[O:46])[C:35]([CH3:37])([O:38][C:39]1[CH:44]=[CH:43][C:42]([O:14][CH2:13][CH2:12][C:10]2[N:9]([CH2:25][CH2:26][CH3:27])[C:8](=[O:28])[N:7]([CH2:6][C:5]3[CH:4]=[CH:3][C:2]([CH3:1])=[CH:30][CH:29]=3)[CH:11]=2)=[CH:41][CH:40]=1)[CH3:36])[CH3:32], predict the reactants needed to synthesize it. The reactants are: [CH3:1][C:2]1[CH:30]=[CH:29][C:5]([CH2:6][N:7]2[CH:11]=[C:10]([CH2:12][CH2:13][O:14]S(C3C=CC(C)=CC=3)(=O)=O)[N:9]([CH2:25][CH2:26][CH3:27])[C:8]2=[O:28])=[CH:4][CH:3]=1.[CH2:31]([O:33][C:34](=[O:46])[C:35]([O:38][C:39]1[CH:44]=[CH:43][C:42](O)=[CH:41][CH:40]=1)([CH3:37])[CH3:36])[CH3:32].N#N. (4) Given the product [C:27]([NH:30][CH2:31][CH2:32][O:10][C:9](=[O:11])[C@@H:8]([C:5]1[CH:4]=[CH:3][C:2]([Cl:1])=[CH:7][CH:6]=1)[O:12][C:13]1[CH:18]=[CH:17][CH:16]=[C:15]([C:19]([F:20])([F:21])[F:22])[CH:14]=1)(=[O:29])[CH3:28], predict the reactants needed to synthesize it. The reactants are: [Cl:1][C:2]1[CH:7]=[CH:6][C:5]([CH:8]([O:12][C:13]2[CH:18]=[CH:17][CH:16]=[C:15]([C:19]([F:22])([F:21])[F:20])[CH:14]=2)[C:9]([OH:11])=[O:10])=[CH:4][CH:3]=1.S(Cl)(Cl)=O.[C:27]([NH:30][CH2:31][CH2:32]O)(=[O:29])[CH3:28]. (5) The reactants are: [C:1]([O:5][C:6]([N:8]1[CH2:12][CH2:11][CH2:10][C@H:9]1[C:13]#[N:14])=[O:7])([CH3:4])([CH3:3])[CH3:2].[C:15]([NH:23][NH2:24])(=O)[C:16]1[CH:21]=[CH:20][CH:19]=[CH:18][CH:17]=1.C(=O)([O-])[O-].[K+].[K+]. Given the product [C:1]([O:5][C:6]([N:8]1[CH2:12][CH2:11][CH2:10][C@H:9]1[C:13]1[NH:14][C:15]([C:16]2[CH:21]=[CH:20][CH:19]=[CH:18][CH:17]=2)=[N:23][N:24]=1)=[O:7])([CH3:4])([CH3:2])[CH3:3], predict the reactants needed to synthesize it. (6) Given the product [NH:1]([C:2]1[CH:3]=[C:4]2[C:8](=[CH:9][CH:10]=1)[NH:7][C:6](=[O:11])[CH2:5]2)[C:14]([NH2:13])=[O:15], predict the reactants needed to synthesize it. The reactants are: [NH2:1][C:2]1[CH:3]=[C:4]2[C:8](=[CH:9][CH:10]=1)[NH:7][C:6](=[O:11])[CH2:5]2.C[N:13](C)[CH:14]=[O:15].C[Si](N=C=O)(C)C.